This data is from Catalyst prediction with 721,799 reactions and 888 catalyst types from USPTO. The task is: Predict which catalyst facilitates the given reaction. (1) Reactant: [N:1]([O-])=O.[Na+].[NH2:5][C:6]1[CH:7]=[N:8][CH:9]=[CH:10][C:11]=1[CH3:12].[Sn](Cl)Cl. Product: [NH:5]([C:6]1[CH:7]=[N:8][CH:9]=[CH:10][C:11]=1[CH3:12])[NH2:1]. The catalyst class is: 33. (2) Reactant: [CH2:1]([O:3][C:4](=[O:29])[CH2:5][C:6]1[CH:11]=[CH:10][C:9]([C:12]2[O:13][C:14]([CH3:28])=[C:15]([CH2:17][O:18][C:19]3[CH:23]=[C:22]([C:24](OC)=[O:25])[O:21][N:20]=3)[N:16]=2)=[CH:8][CH:7]=1)[CH3:2].[BH4-].[Na+].O. Product: [OH:25][CH2:24][C:22]1[O:21][N:20]=[C:19]([O:18][CH2:17][C:15]2[N:16]=[C:12]([C:9]3[CH:10]=[CH:11][C:6]([CH2:5][C:4]([O:3][CH2:1][CH3:2])=[O:29])=[CH:7][CH:8]=3)[O:13][C:14]=2[CH3:28])[CH:23]=1. The catalyst class is: 5. (3) Reactant: [NH2:1][C:2]1[N:7]=[C:6]([CH:8]2[CH2:13][CH2:12][CH2:11][N:10]([C:14]([O:16][C:17]([CH3:20])([CH3:19])[CH3:18])=[O:15])[CH2:9]2)[CH:5]=[C:4]([C:21]2[C:26]([OH:27])=[CH:25][CH:24]=[CH:23][C:22]=2[OH:28])[N:3]=1.C(=O)([O-])[O-].[Cs+].[Cs+].CN(C=O)C.Br[C:41]([CH3:48])([CH3:47])[C:42]([O:44][CH2:45][CH3:46])=[O:43]. Product: [NH2:1][C:2]1[N:7]=[C:6]([CH:8]2[CH2:13][CH2:12][CH2:11][N:10]([C:14]([O:16][C:17]([CH3:20])([CH3:18])[CH3:19])=[O:15])[CH2:9]2)[CH:5]=[C:4]([C:21]2[C:22]([OH:28])=[CH:23][CH:24]=[CH:25][C:26]=2[O:27][C:41]([CH3:48])([CH3:47])[C:42]([O:44][CH2:45][CH3:46])=[O:43])[N:3]=1. The catalyst class is: 6. (4) Reactant: [F:1][C:2]1[CH:3]=[CH:4][C:5]([OH:11])=[C:6]([CH:10]=1)[C:7]([OH:9])=[O:8].[N+:12]([O-])([OH:14])=[O:13]. Product: [F:1][C:2]1[CH:3]=[C:4]([N+:12]([O-:14])=[O:13])[C:5]([OH:11])=[C:6]([CH:10]=1)[C:7]([OH:9])=[O:8]. The catalyst class is: 82. (5) Reactant: [CH2:1]([O:3][C:4]([C:6]1[CH:11]=[C:10]([C:12](=[O:14])[CH3:13])[CH:9]=[C:8]([CH3:15])[N:7]=1)=[O:5])[CH3:2].[C:16]([O:20][C:21](=[O:30])[C:22]1[CH:27]=[CH:26][C:25]([CH:28]=O)=[CH:24][CH:23]=1)([CH3:19])([CH3:18])[CH3:17].N1CCCCC1. Product: [CH2:1]([O:3][C:4]([C:6]1[CH:11]=[C:10]([C:12](=[O:14])[CH:13]=[CH:28][C:25]2[CH:24]=[CH:23][C:22]([C:21]([O:20][C:16]([CH3:19])([CH3:18])[CH3:17])=[O:30])=[CH:27][CH:26]=2)[CH:9]=[C:8]([CH3:15])[N:7]=1)=[O:5])[CH3:2]. The catalyst class is: 8. (6) Reactant: [Br:1][C:2]1[CH:3]=[C:4]([OH:11])[C:5]2[N:6]([N:8]=[CH:9][CH:10]=2)[CH:7]=1.CS(O[C@H:17]([C@@H:19]1[CH2:23][C:22](=[O:24])[N:21]([C@@H:25]([C:27]2[CH:32]=[CH:31][C:30](OC)=[CH:29][CH:28]=2)[CH3:26])[CH2:20]1)[CH3:18])(=O)=O.C([O-])([O-])=O.[Cs+].[Cs+]. Product: [Br:1][C:2]1[CH:3]=[C:4]([O:11][C@@H:17]([C@H:19]2[CH2:20][N:21]([C@@H:25]([C:27]3[CH:28]=[CH:29][CH:30]=[CH:31][CH:32]=3)[CH3:26])[C:22](=[O:24])[CH2:23]2)[CH3:18])[C:5]2[N:6]([N:8]=[CH:9][CH:10]=2)[CH:7]=1. The catalyst class is: 173. (7) Reactant: [C:1]([N:8](C#N)[C@H:9]([C:11]([OH:13])=O)[CH3:10])([O:3][C:4]([CH3:7])([CH3:6])[CH3:5])=[O:2].[CH2:16]([N:18](CC)CC)C.ClC(OCC(C)C)=O.[BH4-:31].[Na+:32]. Product: [BH4-:31].[Na+:32].[C:4]([O:3][C:1](=[O:2])[NH:8][C@H:9]([CH2:11][OH:13])[CH2:10][C:16]#[N:18])([CH3:5])([CH3:6])[CH3:7]. The catalyst class is: 20. (8) Reactant: [C:1]([O:5][C:6](=[O:35])[N:7]([C@H:11]1[CH2:19][CH2:18][CH2:17][C@H:16]([CH2:20][C:21]2[CH:26]=[CH:25][C:24]([O:27][CH3:28])=[CH:23][CH:22]=2)[C@@H:15]([O:29][CH2:30][CH:31]=[CH2:32])[C@H:14]([CH3:33])[O:13][C:12]1=[O:34])[CH2:8][O:9][CH3:10])([CH3:4])([CH3:3])[CH3:2]. Product: [C:1]([O:5][C:6](=[O:35])[N:7]([C@H:11]1[CH2:19][CH2:18][CH2:17][C@H:16]([CH2:20][C:21]2[CH:26]=[CH:25][C:24]([O:27][CH3:28])=[CH:23][CH:22]=2)[C@@H:15]([O:29][CH2:30][CH2:31][CH3:32])[C@H:14]([CH3:33])[O:13][C:12]1=[O:34])[CH2:8][O:9][CH3:10])([CH3:2])([CH3:3])[CH3:4]. The catalyst class is: 99. (9) Reactant: FC(F)(F)S(O[C:7]1[CH:13]2[CH2:14][CH:10]([CH2:11][N:12]2[C:15]([O:17][C:18]([CH3:21])([CH3:20])[CH3:19])=[O:16])[CH2:9][CH:8]=1)(=O)=O.C(N(CC)CC)C.[CH3:31][Si:32]([C:35]#[CH:36])([CH3:34])[CH3:33]. Product: [CH3:31][Si:32]([C:35]#[C:36][C:7]1[CH:13]2[CH2:14][CH:10]([CH2:11][N:12]2[C:15]([O:17][C:18]([CH3:21])([CH3:20])[CH3:19])=[O:16])[CH2:9][CH:8]=1)([CH3:34])[CH3:33]. The catalyst class is: 11. (10) Product: [CH3:25][CH:24]([O:26][C@@H:27]1[CH2:28][CH2:29][C@H:30]([N:33]2[CH2:34][CH2:35][CH:36]([NH:39][C:2]3[CH:3]=[C:4]([CH3:11])[CH:5]=[CH:6][C:7]=3[N+:8]([O-:10])=[O:9])[CH2:37][CH2:38]2)[CH2:31][CH2:32]1)[CH3:23]. Reactant: F[C:2]1[CH:3]=[C:4]([CH3:11])[CH:5]=[CH:6][C:7]=1[N+:8]([O-:10])=[O:9].C(N(C(C)C)CC)(C)C.Cl.Cl.[CH3:23][CH:24]([O:26][C@H:27]1[CH2:32][CH2:31][C@H:30]([N:33]2[CH2:38][CH2:37][CH:36]([NH2:39])[CH2:35][CH2:34]2)[CH2:29][CH2:28]1)[CH3:25]. The catalyst class is: 9.